From a dataset of Peptide-MHC class I binding affinity with 185,985 pairs from IEDB/IMGT. Regression. Given a peptide amino acid sequence and an MHC pseudo amino acid sequence, predict their binding affinity value. This is MHC class I binding data. The peptide sequence is YPLTFGWCF. The MHC is HLA-A30:01 with pseudo-sequence HLA-A30:01. The binding affinity (normalized) is 0.